Dataset: Forward reaction prediction with 1.9M reactions from USPTO patents (1976-2016). Task: Predict the product of the given reaction. Given the reactants Cl[C:2]1[CH:7]=[C:6]([C:8]2[C:9]([O:16][CH3:17])=[N:10][CH:11]=[C:12]([CH:14]=O)[CH:13]=2)[CH:5]=[CH:4][N:3]=1.ClCC1[C:21](C)=[N:22]C(OC)=C(C2C=CC=C(Cl)C=2)C=1.BrC1C(OC)=NC=C(C=1)C=O.[Cl:47]CC1C=C(C2C=CC=C(Cl)C=2)C(OC)=NC=1.ClC1C=C(B(O)O)C=CN=1, predict the reaction product. The product is: [Cl:47][CH2:14][C:12]1[CH:13]=[C:8]([C:6]2[CH:5]=[CH:4][N:3]=[C:2]([C:21]#[N:22])[CH:7]=2)[C:9]([O:16][CH3:17])=[N:10][CH:11]=1.